From a dataset of Catalyst prediction with 721,799 reactions and 888 catalyst types from USPTO. Predict which catalyst facilitates the given reaction. (1) Reactant: [NH2:1][C:2]1[CH:3]=[CH:4][C:5]2[O:9][C:8](=[O:10])[N:7]([CH2:11][C:12]([N:14]([CH3:21])[C:15]3[CH:20]=[CH:19][CH:18]=[CH:17][CH:16]=3)=[O:13])[C:6]=2[CH:22]=1.[Cl:23][C:24]1[CH:29]=[CH:28][C:27](OB(O)O)=[CH:26][CH:25]=1.C(N(CC)CC)C.O. Product: [Cl:23][C:24]1[CH:29]=[CH:28][C:27]([NH:1][C:2]2[CH:3]=[CH:4][C:5]3[O:9][C:8](=[O:10])[N:7]([CH2:11][C:12]([N:14]([CH3:21])[C:15]4[CH:16]=[CH:17][CH:18]=[CH:19][CH:20]=4)=[O:13])[C:6]=3[CH:22]=2)=[CH:26][CH:25]=1. The catalyst class is: 302. (2) Reactant: [Cl:1][C:2]1[CH:7]=[CH:6][N:5]=[C:4]([N:8]2[CH2:20][CH2:19][N:11]3[C:12]4[CH2:13][CH2:14][CH2:15][CH2:16][C:17]=4[CH:18]=[C:10]3[C:9]2=[O:21])[C:3]=1[CH2:22][OH:23].C(N(CC)CC)C.[C:31](Cl)(=[O:33])[CH3:32]. Product: [C:31]([O:23][CH2:22][C:3]1[C:4]([N:8]2[CH2:20][CH2:19][N:11]3[C:12]4[CH2:13][CH2:14][CH2:15][CH2:16][C:17]=4[CH:18]=[C:10]3[C:9]2=[O:21])=[N:5][CH:6]=[CH:7][C:2]=1[Cl:1])(=[O:33])[CH3:32]. The catalyst class is: 4.